Dataset: Choline transporter screen with 302,306 compounds. Task: Binary Classification. Given a drug SMILES string, predict its activity (active/inactive) in a high-throughput screening assay against a specified biological target. (1) The compound is Fc1cc(C(=O)NC(c2ccc(OCC)cc2)C)ccc1. The result is 0 (inactive). (2) The drug is S(=O)(=O)(NC(CC(=O)NCCN1CCOCC1)c1c(OC)c(OC)ccc1)c1ccc(cc1)C. The result is 0 (inactive).